From a dataset of Tyrosyl-DNA phosphodiesterase HTS with 341,365 compounds. Binary Classification. Given a drug SMILES string, predict its activity (active/inactive) in a high-throughput screening assay against a specified biological target. (1) The drug is S(CC(=O)NCc1occc1)c1sc(NC(=O)c2cc(OC)cc(OC)c2)nn1. The result is 0 (inactive). (2) The molecule is OC(C1CCCCC1)(c1ccccc1)C(OCCC[N+](CC)(CC)CC)=O. The result is 0 (inactive). (3) The compound is Clc1c(cc(S(=O)(=O)N2CCC(CC2)C(=O)NCc2ccncc2)cc1)C(F)(F)F. The result is 0 (inactive). (4) The drug is O=c1n(nc2CCCCc2c1)CC(=O)Nc1c(cc(N(CC)CC)cc1)C. The result is 0 (inactive). (5) The drug is O=C(NCc1ccc(cc1)C)c1ccc(n2cccc2)cc1. The result is 1 (active). (6) The molecule is s1c2c(CCCC2)c(c1NC(=O)c1sccc1)C(OC)=O. The result is 0 (inactive). (7) The molecule is o1c(C(=O)N2CCc3c2cccc3)c(c2c1ccc(OC)c2)C. The result is 0 (inactive). (8) The compound is S=C(NCCc1c2c([nH]c1)cccc2)NCCc1ccc(OC)cc1. The result is 0 (inactive). (9) The compound is S(=O)(=O)(N1CCOCC1)c1cc(c(F)cc1)C(=O)Nc1scc(n1)c1ncccc1. The result is 0 (inactive).